The task is: Predict the reaction yield, written as a fraction of the theoretical maximum amount of product (1.0 means a 100% yield; for example, 0.34 means a 34% yield).. This data is from Reaction yield outcomes from USPTO patents with 853,638 reactions. (1) The reactants are [CH3:1][NH:2][CH3:3].[CH3:4][N:5]([CH2:18][C:19]#[CH:20])[C:6](=[O:17])OC1C=CC([N+]([O-])=O)=CC=1. The catalyst is C1COCC1.ClCCl. The product is [CH3:1][N:2]([CH3:3])[C:6]([N:5]([CH3:4])[CH2:18][C:19]#[CH:20])=[O:17]. The yield is 0.460. (2) The reactants are [CH3:1][N:2]1[C:10]2[C:5](=[CH:6][CH:7]=[C:8]([CH3:11])[CH:9]=2)[C:4]([C:12]2[N:17]=[C:16]3[C:18]([C:21](O)=[O:22])=[CH:19][NH:20][C:15]3=[N:14][CH:13]=2)=[N:3]1.[NH2:24][C:25]1([CH2:28][OH:29])[CH2:27][CH2:26]1.CCN=C=NCCCN(C)C.O. The catalyst is CN(C=O)C.CN(C1C=CN=CC=1)C. The product is [CH3:1][N:2]1[C:10]2[C:5](=[CH:6][CH:7]=[C:8]([CH3:11])[CH:9]=2)[C:4]([C:12]2[N:17]=[C:16]3[C:18]([C:21]([NH:24][C:25]4([CH2:28][OH:29])[CH2:27][CH2:26]4)=[O:22])=[CH:19][NH:20][C:15]3=[N:14][CH:13]=2)=[N:3]1. The yield is 0.360. (3) The reactants are [N:1]1[C:6]2[CH:7]=[CH:8][NH:9][C:5]=2[C:4](=O)[NH:3][CH:2]=1.O=P(Cl)(Cl)[Cl:13]. No catalyst specified. The product is [Cl:13][C:4]1[C:5]2[NH:9][CH:8]=[CH:7][C:6]=2[N:1]=[CH:2][N:3]=1. The yield is 0.570. (4) The reactants are [Cl:1][C:2]1[CH:7]=[CH:6][C:5]([N:8]([C@H:12]2[C:21]3[C:16](=[CH:17][CH:18]=[CH:19][CH:20]=3)[N:15]([C:22](=[O:30])[C:23]3[CH:28]=[CH:27][C:26]([OH:29])=[CH:25][CH:24]=3)[C@@H:14]([CH3:31])[CH2:13]2)[C:9](=[O:11])[CH3:10])=[CH:4][CH:3]=1.C([O-])([O-])=O.[K+].[K+].Cl[CH2:39][CH:40]1[CH2:42][O:41]1. The catalyst is CN(C=O)C. The product is [Cl:1][C:2]1[CH:3]=[CH:4][C:5]([N:8]([C@H:12]2[C:21]3[C:16](=[CH:17][CH:18]=[CH:19][CH:20]=3)[N:15]([C:22](=[O:30])[C:23]3[CH:24]=[CH:25][C:26]([O:29][CH2:39][CH:40]4[CH2:42][O:41]4)=[CH:27][CH:28]=3)[C@@H:14]([CH3:31])[CH2:13]2)[C:9](=[O:11])[CH3:10])=[CH:6][CH:7]=1. The yield is 0.770. (5) The catalyst is CCO. The yield is 0.730. The product is [CH3:1][S:2]([CH:7]([CH3:13])[C:8]([O:10][CH2:11][CH3:12])=[O:9])(=[O:4])=[O:3]. The reactants are [CH3:1][S:2]([O-:4])=[O:3].[Na+].Cl[CH:7]([CH3:13])[C:8]([O:10][CH2:11][CH3:12])=[O:9].